Dataset: Reaction yield outcomes from USPTO patents with 853,638 reactions. Task: Predict the reaction yield, written as a fraction of the theoretical maximum amount of product (1.0 means a 100% yield; for example, 0.34 means a 34% yield). The reactants are [OH:1][C:2]1[CH:3]=[C:4]([CH:19]=[CH:20][CH:21]=1)[CH:5]=[C:6]1[CH2:11][CH2:10][N:9]([C:12]([O:14][C:15]([CH3:18])([CH3:17])[CH3:16])=[O:13])[CH2:8][CH2:7]1.Br[C:23]1[CH:28]=[CH:27][CH:26]=[CH:25][N:24]=1.C(=O)([O-])[O-].[Cs+].[Cs+]. The catalyst is C1(C)C=CC=CC=1.CC#N.CC#N.CC#N.CC#N.F[P-](F)(F)(F)(F)F.[Cu+]. The product is [C:15]([O:14][C:12]([N:9]1[CH2:8][CH2:7][C:6](=[CH:5][C:4]2[CH:19]=[CH:20][CH:21]=[C:2]([O:1][C:23]3[CH:28]=[CH:27][CH:26]=[CH:25][N:24]=3)[CH:3]=2)[CH2:11][CH2:10]1)=[O:13])([CH3:18])([CH3:16])[CH3:17]. The yield is 0.760.